This data is from Forward reaction prediction with 1.9M reactions from USPTO patents (1976-2016). The task is: Predict the product of the given reaction. (1) Given the reactants [N:1]1([C:7]([O:9][C:10]([CH3:13])([CH3:12])[CH3:11])=[O:8])[CH2:6][CH2:5][NH:4][CH2:3][CH2:2]1.Br[CH2:15][CH2:16][F:17].C(=O)([O-])[O-].[K+].[K+], predict the reaction product. The product is: [F:17][CH2:16][CH2:15][N:4]1[CH2:5][CH2:6][N:1]([C:7]([O:9][C:10]([CH3:13])([CH3:12])[CH3:11])=[O:8])[CH2:2][CH2:3]1. (2) Given the reactants [N+:1]([C:4]1[CH:5]=[CH:6][C:7]([NH2:10])=[N:8][CH:9]=1)([O-:3])=[O:2].[CH2:11]([O:13][C:14](=[O:28])[CH:15]([CH2:19][C:20](=O)[C:21]1[CH:26]=[CH:25][CH:24]=[CH:23][CH:22]=1)[C:16](=O)[CH3:17])[CH3:12].CC1C=CC(S(O)(=O)=O)=CC=1, predict the reaction product. The product is: [CH2:11]([O:13][C:14]([C:15]1[CH:19]=[C:20]([C:21]2[CH:22]=[CH:23][CH:24]=[CH:25][CH:26]=2)[N:10]([C:7]2[CH:6]=[CH:5][C:4]([N+:1]([O-:3])=[O:2])=[CH:9][N:8]=2)[C:16]=1[CH3:17])=[O:28])[CH3:12]. (3) Given the reactants [Br:1][C:2]1[N:6]2[N:7]=[C:8](Cl)[CH:9]=[CH:10][C:5]2=[N:4][CH:3]=1.[O:12]1[CH2:17][CH2:16][N:15]([CH2:18][CH2:19][CH2:20][NH2:21])[CH2:14][CH2:13]1.C(Cl)Cl.CO.[NH4+].[OH-], predict the reaction product. The product is: [Br:1][C:2]1[N:6]2[N:7]=[C:8]([NH:21][CH2:20][CH2:19][CH2:18][N:15]3[CH2:16][CH2:17][O:12][CH2:13][CH2:14]3)[CH:9]=[CH:10][C:5]2=[N:4][CH:3]=1. (4) Given the reactants [CH3:1][O:2][C:3]1[CH:4]=[CH:5][C:6]([CH2:9][C:10]([OH:12])=O)=[N:7][CH:8]=1.C(N1C=CN=C1)(N1C=CN=C1)=O.Cl.Cl.[CH2:27]1[C:30]2([CH2:35][CH2:34][NH:33][CH2:32][CH2:31]2)[CH2:29][N:28]1[C@H:36]1[C:44]2[C:39](=[CH:40][C:41]([C:45]3[CH:52]=[CH:51][C:48]([C:49]#[N:50])=[CH:47][N:46]=3)=[CH:42][CH:43]=2)[CH2:38][CH2:37]1.C(N(CC)CC)C, predict the reaction product. The product is: [CH3:1][O:2][C:3]1[CH:4]=[CH:5][C:6]([CH2:9][C:10]([N:33]2[CH2:34][CH2:35][C:30]3([CH2:27][N:28]([C@H:36]4[C:44]5[C:39](=[CH:40][C:41]([C:45]6[CH:52]=[CH:51][C:48]([C:49]#[N:50])=[CH:47][N:46]=6)=[CH:42][CH:43]=5)[CH2:38][CH2:37]4)[CH2:29]3)[CH2:31][CH2:32]2)=[O:12])=[N:7][CH:8]=1. (5) Given the reactants C(OC([NH:8][CH2:9][C@H:10]1[CH2:15][CH2:14][C@H:13]([C:16]([NH:18][C@H:19]([C:51](=[O:64])[NH:52][C:53]2[CH:58]=[CH:57][C:56]([C:59]3[N:60]=[N:61][NH:62][N:63]=3)=[CH:55][CH:54]=2)[CH2:20][C:21]2[CH:26]=[CH:25][C:24]([C:27]3[CH:32]=[CH:31][C:30]([C:33]([NH:35][CH:36]4[CH2:41][CH2:40][N:39](C(OC(C)(C)C)=O)[CH2:38][CH2:37]4)=[O:34])=[CH:29][C:28]=3[CH3:49])=[C:23]([F:50])[CH:22]=2)=[O:17])[CH2:12][CH2:11]1)=O)(C)(C)C.[ClH:65], predict the reaction product. The product is: [ClH:65].[NH2:8][CH2:9][C@H:10]1[CH2:15][CH2:14][C@H:13]([C:16]([NH:18][C@H:19]([C:51](=[O:64])[NH:52][C:53]2[CH:54]=[CH:55][C:56]([C:59]3[N:60]=[N:61][NH:62][N:63]=3)=[CH:57][CH:58]=2)[CH2:20][C:21]2[CH:26]=[CH:25][C:24]([C:27]3[CH:32]=[CH:31][C:30]([C:33]([NH:35][CH:36]4[CH2:37][CH2:38][NH:39][CH2:40][CH2:41]4)=[O:34])=[CH:29][C:28]=3[CH3:49])=[C:23]([F:50])[CH:22]=2)=[O:17])[CH2:12][CH2:11]1. (6) Given the reactants Cl.[CH2:2]([O:9][C:10]1[CH:21]=[CH:20][CH:19]=[CH:18][C:11]=1[O:12][CH2:13][CH2:14][N:15]([CH3:17])[CH3:16])[C:3]1C=CC=CC=1.C1(=O)OCC[O:23]1.C(=O)([O-])[O-].[K+].[K+], predict the reaction product. The product is: [CH3:17][N:15]([CH3:16])[CH2:14][CH2:13][O:12][C:11]1[CH:18]=[CH:19][CH:20]=[CH:21][C:10]=1[O:9][CH2:2][CH2:3][OH:23].